This data is from NCI-60 drug combinations with 297,098 pairs across 59 cell lines. The task is: Regression. Given two drug SMILES strings and cell line genomic features, predict the synergy score measuring deviation from expected non-interaction effect. (1) Drug 1: CC1=C(C=C(C=C1)C(=O)NC2=CC(=CC(=C2)C(F)(F)F)N3C=C(N=C3)C)NC4=NC=CC(=N4)C5=CN=CC=C5. Drug 2: CCC1(CC2CC(C3=C(CCN(C2)C1)C4=CC=CC=C4N3)(C5=C(C=C6C(=C5)C78CCN9C7C(C=CC9)(C(C(C8N6C)(C(=O)OC)O)OC(=O)C)CC)OC)C(=O)OC)O.OS(=O)(=O)O. Cell line: SNB-75. Synergy scores: CSS=-1.83, Synergy_ZIP=1.54, Synergy_Bliss=1.95, Synergy_Loewe=-0.886, Synergy_HSA=-1.35. (2) Drug 1: CC(C)(C1=NC(=CC=C1)N2C3=NC(=NC=C3C(=O)N2CC=C)NC4=CC=C(C=C4)N5CCN(CC5)C)O. Drug 2: CC1CC(C(C(C=C(C(C(C=CC=C(C(=O)NC2=CC(=O)C(=C(C1)C2=O)OC)C)OC)OC(=O)N)C)C)O)OC. Cell line: HCT116. Synergy scores: CSS=67.8, Synergy_ZIP=8.39, Synergy_Bliss=6.37, Synergy_Loewe=2.91, Synergy_HSA=8.87.